Dataset: Forward reaction prediction with 1.9M reactions from USPTO patents (1976-2016). Task: Predict the product of the given reaction. Given the reactants [CH3:1][O:2][C:3]1[CH:8]=[CH:7][C:6]([C@H:9]([NH:11][C@H:12]2[C:21]3[N:20]=[CH:19][CH:18]=[CH:17][C:16]=3[CH2:15][CH2:14][CH2:13]2)[CH3:10])=[CH:5][CH:4]=1.C(N(CC)C(C)C)(C)C.Cl[CH2:32][C:33]1[N:34]=[C:35]2[CH:40]=[CH:39][CH:38]=[C:37]([F:41])[N:36]2[CH:42]=1.[I-].[K+], predict the reaction product. The product is: [F:41][C:37]1[N:36]2[CH:42]=[C:33]([CH2:32][N:11]([C@@H:9]([C:6]3[CH:5]=[CH:4][C:3]([O:2][CH3:1])=[CH:8][CH:7]=3)[CH3:10])[C@H:12]3[C:21]4[N:20]=[CH:19][CH:18]=[CH:17][C:16]=4[CH2:15][CH2:14][CH2:13]3)[N:34]=[C:35]2[CH:40]=[CH:39][CH:38]=1.